Dataset: Catalyst prediction with 721,799 reactions and 888 catalyst types from USPTO. Task: Predict which catalyst facilitates the given reaction. (1) Reactant: Br[C:2]1[CH:3]=[N:4][N:5]([CH:7]2[CH2:12][CH2:11][CH2:10][N:9]([C:13]([O:15][C:16]([CH3:19])([CH3:18])[CH3:17])=[O:14])[CH2:8]2)[CH:6]=1.[N:20]1[CH:25]=[CH:24][C:23]([C:26]2[C:34]3[C:29](=[CH:30][CH:31]=[C:32](B4OC(C)(C)C(C)(C)O4)[CH:33]=3)[N:28]([C:44]([C:57]3[CH:62]=[CH:61][CH:60]=[CH:59][CH:58]=3)([C:51]3[CH:56]=[CH:55][CH:54]=[CH:53][CH:52]=3)[C:45]3[CH:50]=[CH:49][CH:48]=[CH:47][CH:46]=3)[N:27]=2)=[CH:22][CH:21]=1.P([O-])([O-])([O-])=O.[K+].[K+].[K+]. Product: [N:20]1[CH:25]=[CH:24][C:23]([C:26]2[C:34]3[C:29](=[CH:30][CH:31]=[C:32]([C:2]4[CH:3]=[N:4][N:5]([CH:7]5[CH2:12][CH2:11][CH2:10][N:9]([C:13]([O:15][C:16]([CH3:19])([CH3:18])[CH3:17])=[O:14])[CH2:8]5)[CH:6]=4)[CH:33]=3)[N:28]([C:44]([C:51]3[CH:52]=[CH:53][CH:54]=[CH:55][CH:56]=3)([C:45]3[CH:46]=[CH:47][CH:48]=[CH:49][CH:50]=3)[C:57]3[CH:62]=[CH:61][CH:60]=[CH:59][CH:58]=3)[N:27]=2)=[CH:22][CH:21]=1. The catalyst class is: 117. (2) Reactant: Br[C:2]1[CH:7]=[C:6]([CH3:8])[C:5]([NH:9][C:10]([NH:12][C:13]2[C:14]([C:23]([NH:25][C@@H:26]([CH:31]3[CH2:36][CH2:35][CH2:34][CH2:33][CH2:32]3)[C:27]([O:29][CH3:30])=[O:28])=[O:24])=[CH:15][C:16]3[C:21]([CH:22]=2)=[CH:20][CH:19]=[CH:18][CH:17]=3)=[O:11])=[C:4]([CH3:37])[CH:3]=1.[CH2:38]([Sn](CCCC)(CCCC)C=C)[CH2:39]CC. Product: [CH:31]1([C@H:26]([NH:25][C:23]([C:14]2[C:13]([NH:12][C:10]([NH:9][C:5]3[C:6]([CH3:8])=[CH:7][C:2]([CH:38]=[CH2:39])=[CH:3][C:4]=3[CH3:37])=[O:11])=[CH:22][C:21]3[C:16](=[CH:17][CH:18]=[CH:19][CH:20]=3)[CH:15]=2)=[O:24])[C:27]([O:29][CH3:30])=[O:28])[CH2:36][CH2:35][CH2:34][CH2:33][CH2:32]1. The catalyst class is: 109. (3) Reactant: [N:1]1[CH:6]=[CH:5][C:4]([C:7]2[S:11][CH:10]=[N:9][CH:8]=2)=[CH:3][CH:2]=1.CCCCCC.C([Li:22])CCC.[C:23](=[O:25])=[O:24]. Product: [N:1]1[CH:6]=[CH:5][C:4]([C:7]2[S:11][C:10]([C:23]([O-:25])=[O:24])=[N:9][CH:8]=2)=[CH:3][CH:2]=1.[Li+:22]. The catalyst class is: 27. (4) Reactant: [CH3:1][C:2]([CH3:21])([CH3:20])[C:3]([N:5]1[CH2:10][CH2:9][N:8]([C:11]2[CH:12]=[N:13][C:14]([N+:17]([O-:19])=[O:18])=[CH:15][CH:16]=2)[CH2:7][CH2:6]1)=O.CSC. Product: [CH3:1][C:2]([CH3:21])([CH3:20])[CH2:3][N:5]1[CH2:6][CH2:7][N:8]([C:11]2[CH:12]=[N:13][C:14]([N+:17]([O-:19])=[O:18])=[CH:15][CH:16]=2)[CH2:9][CH2:10]1. The catalyst class is: 1.